From a dataset of HIV replication inhibition screening data with 41,000+ compounds from the AIDS Antiviral Screen. Binary Classification. Given a drug SMILES string, predict its activity (active/inactive) in a high-throughput screening assay against a specified biological target. (1) The drug is Cc1cc(C=Cc2ccnc3ccccc23)ccc1N(C)C. The result is 0 (inactive). (2) The drug is Brc1ccc2nc(-c3ccccc3)c3ccccc3c2c1. The result is 0 (inactive). (3) The molecule is COc1ccc(C=C(C#N)C#N)cc1. The result is 0 (inactive). (4) The compound is O=C1NN=C(c2ccccc2)SC1c1ccccc1. The result is 0 (inactive). (5) The compound is Cc1ccc(SC(=O)N2C(=S)N=C(NC3CCCCC3)C23CCCCC3)cc1. The result is 0 (inactive). (6) The molecule is OC(C1=CC(=Cc2ccncc2)c2ccccc21)c1ccncc1. The result is 0 (inactive). (7) The compound is COC1=C(CC(C)=O)C(=O)c2c(O)c(CO)cc(O)c2C1=O. The result is 0 (inactive). (8) The result is 0 (inactive). The drug is COC(=O)c1cc(CC(C)C)c2c(c1)[nH]c1ccccc12. (9) The result is 0 (inactive). The compound is CC(=O)N(CC1CN(Cc2ccccc2)CCC1O)C12CC3CC(CC(C3)C1)C2.